This data is from Reaction yield outcomes from USPTO patents with 853,638 reactions. The task is: Predict the reaction yield, written as a fraction of the theoretical maximum amount of product (1.0 means a 100% yield; for example, 0.34 means a 34% yield). The reactants are [CH3:1][C:2]1([CH3:10])[C:6](=[O:7])[CH2:5][C:4]([CH3:9])([CH3:8])[O:3]1.C[O-].[Na+].[Br:14][C:15]1[CH:16]=[CH:17][C:18]([F:23])=[C:19]([CH:22]=1)[CH:20]=O. The catalyst is COCCOC. The product is [Br:14][C:15]1[CH:16]=[CH:17][C:18]([F:23])=[C:19]([CH:20]=[C:5]2[C:4]([CH3:9])([CH3:8])[O:3][C:2]([CH3:10])([CH3:1])[C:6]2=[O:7])[CH:22]=1. The yield is 0.960.